This data is from Catalyst prediction with 721,799 reactions and 888 catalyst types from USPTO. The task is: Predict which catalyst facilitates the given reaction. (1) Reactant: B(Br)(Br)Br.[CH2:5]([C:7]1([CH2:62][CH3:63])[C:19]2[CH:18]=[C:17]([C:20]3[CH:25]=[CH:24][C:23]([C:26]4[CH:31]=[CH:30][C:29]([O:32]CCCCCCCC)=[CH:28][CH:27]=4)=[CH:22][CH:21]=3)[CH:16]=[CH:15][C:14]=2[C:13]2[C:8]1=[CH:9][C:10]([C:41]1[CH:46]=[CH:45][C:44]([C:47]3[CH:52]=[CH:51][C:50]([O:53]CCCCCCCC)=[CH:49][CH:48]=3)=[CH:43][CH:42]=1)=[CH:11][CH:12]=2)[CH3:6]. Product: [CH2:62]([C:7]1([CH2:5][CH3:6])[C:8]2[CH:9]=[C:10]([C:41]3[CH:42]=[CH:43][C:44]([C:47]4[CH:52]=[CH:51][C:50]([OH:53])=[CH:49][CH:48]=4)=[CH:45][CH:46]=3)[CH:11]=[CH:12][C:13]=2[C:14]2[C:19]1=[CH:18][C:17]([C:20]1[CH:25]=[CH:24][C:23]([C:26]3[CH:31]=[CH:30][C:29]([OH:32])=[CH:28][CH:27]=3)=[CH:22][CH:21]=1)=[CH:16][CH:15]=2)[CH3:63]. The catalyst class is: 2. (2) Reactant: [NH2:1][C:2]1[N:3]=[CH:4][C:5]2[C:10]([C:11]=1[CH:12]1[CH2:14][CH2:13]1)=[CH:9][CH:8]=[CH:7][CH:6]=2.[Br:15][C:16]1[CH:21]=[CH:20][C:19]([S:22](Cl)(=[O:24])=[O:23])=[C:18]([CH3:26])[CH:17]=1. Product: [Br:15][C:16]1[CH:21]=[CH:20][C:19]([S:22]([NH:1][C:2]2[N:3]=[CH:4][C:5]3[C:10]([C:11]=2[CH:12]2[CH2:14][CH2:13]2)=[CH:9][CH:8]=[CH:7][CH:6]=3)(=[O:24])=[O:23])=[C:18]([CH3:26])[CH:17]=1. The catalyst class is: 17.